This data is from Reaction yield outcomes from USPTO patents with 853,638 reactions. The task is: Predict the reaction yield, written as a fraction of the theoretical maximum amount of product (1.0 means a 100% yield; for example, 0.34 means a 34% yield). The reactants are [F:1][C:2]([F:15])([F:14])[C:3](=O)[CH2:4][C:5]([C:7]1[CH:12]=[CH:11][CH:10]=[CH:9][CH:8]=1)=O.Cl.[N+:17]([C:20]1[CH:21]=[C:22]([NH:26][NH2:27])[CH:23]=[CH:24][CH:25]=1)([O-:19])=[O:18].Cl.C(O)C. The catalyst is O. The product is [N+:17]([C:20]1[CH:21]=[C:22]([N:26]2[C:5]([C:7]3[CH:12]=[CH:11][CH:10]=[CH:9][CH:8]=3)=[CH:4][C:3]([C:2]([F:15])([F:14])[F:1])=[N:27]2)[CH:23]=[CH:24][CH:25]=1)([O-:19])=[O:18]. The yield is 0.947.